Dataset: Retrosynthesis with 50K atom-mapped reactions and 10 reaction types from USPTO. Task: Predict the reactants needed to synthesize the given product. (1) Given the product Cn1ncc(NC(=O)c2nc(-c3c(F)cccc3F)sc2NC(=O)OC(C)(C)C)c1C1CCC(O)CC1, predict the reactants needed to synthesize it. The reactants are: Cn1ncc(NC(=O)c2nc(-c3c(F)cccc3F)sc2NC(=O)OC(C)(C)C)c1C1CCC(=O)CC1. (2) Given the product CC(C)CC(C(=O)Nc1ccn(C[C@@H]2COC(C)(C)O2)n1)n1ncc(I)cc1=O, predict the reactants needed to synthesize it. The reactants are: CC(C)CC(C(=O)O)n1ncc(I)cc1=O.CC1(C)OC[C@@H](Cn2ccc(N)n2)O1. (3) Given the product CCOC(=O)/C=C(\C)Oc1cccc(C(F)(F)F)c1, predict the reactants needed to synthesize it. The reactants are: CCOC(=O)C=C(C)Cl.Oc1cccc(C(F)(F)F)c1. (4) Given the product Cc1ccc(S(=O)(=O)CCOC(=O)c2cccc(S(=O)(=O)Cl)c2)cc1, predict the reactants needed to synthesize it. The reactants are: Cc1ccc(S(=O)(=O)CCO)cc1.O=C(O)c1cccc(S(=O)(=O)Cl)c1. (5) Given the product COc1cc(OCc2nc(-c3ccco3)oc2C)ccc1CO, predict the reactants needed to synthesize it. The reactants are: COc1cc(OCc2nc(-c3ccco3)oc2C)ccc1C=O.